This data is from Forward reaction prediction with 1.9M reactions from USPTO patents (1976-2016). The task is: Predict the product of the given reaction. (1) The product is: [CH2:1]([O:8][CH2:9][C@H:10]([NH:14][C:15](=[O:16])[O:17][C:18]([CH3:20])([CH3:19])[CH3:21])[CH2:11][OH:12])[C:2]1[CH:3]=[CH:4][CH:5]=[CH:6][CH:7]=1. Given the reactants [CH2:1]([O:8][CH2:9][C@H:10]([NH:14][C:15]([O:17][C:18]([CH3:21])([CH3:20])[CH3:19])=[O:16])[C:11](O)=[O:12])[C:2]1[CH:7]=[CH:6][CH:5]=[CH:4][CH:3]=1.CN1CCOCC1.ClC(OCC(C)C)=O.[BH4-].[Na+], predict the reaction product. (2) Given the reactants [CH2:1]([C:3]1[CH:4]=[C:5]2[C:9](=[CH:10][CH:11]=1)[NH:8]C(=O)[C:6]2=[O:13])[CH3:2].[OH:14]O, predict the reaction product. The product is: [NH2:8][C:9]1[CH:10]=[CH:11][C:3]([CH2:1][CH3:2])=[CH:4][C:5]=1[C:6]([OH:13])=[O:14]. (3) Given the reactants [C:1]([O:8][CH3:9])(=[O:7])[CH2:2][C:3]([O:5][CH3:6])=[O:4].[H-].[Na+].Br[CH2:13][CH2:14][C:15]1[CH:20]=[CH:19][CH:18]=[CH:17][CH:16]=1, predict the reaction product. The product is: [CH2:13]([CH:2]([C:1]([O:8][CH3:9])=[O:7])[C:3]([O:5][CH3:6])=[O:4])[CH2:14][C:15]1[CH:20]=[CH:19][CH:18]=[CH:17][CH:16]=1. (4) Given the reactants Br[C:2]1[CH:13]=[CH:12][C:5]2[NH:6]C(=O)O[C:9](=[O:10])[C:4]=2[CH:3]=1.CC[N:16](C(C)C)C(C)C.[F:23][C:24]1[CH:29]=[CH:28][C:27]([C@H:30]([NH2:34])[CH2:31][O:32][CH3:33])=[CH:26][CH:25]=1.Cl.N([O-])=O.[Na+].[F:40][C:41]1[CH:46]=[CH:45][C:44]([C:47]2[O:48][C:49]3[CH:59]=[C:58]([N:60]([CH3:65])[S:61]([CH3:64])(=[O:63])=[O:62])[C:57](B4OC(C)(C)C(C)(C)O4)=[CH:56][C:50]=3[C:51]=2[C:52]([NH:54][CH3:55])=[O:53])=[CH:43][CH:42]=1, predict the reaction product. The product is: [F:40][C:41]1[CH:46]=[CH:45][C:44]([C:47]2[O:48][C:49]3[CH:59]=[C:58]([N:60]([CH3:65])[S:61]([CH3:64])(=[O:63])=[O:62])[C:57]([C:2]4[CH:13]=[CH:12][C:5]5[N:6]=[N:16][N:34]([C@@H:30]([C:27]6[CH:26]=[CH:25][C:24]([F:23])=[CH:29][CH:28]=6)[CH2:31][O:32][CH3:33])[C:9](=[O:10])[C:4]=5[CH:3]=4)=[CH:56][C:50]=3[C:51]=2[C:52]([NH:54][CH3:55])=[O:53])=[CH:43][CH:42]=1. (5) The product is: [NH2:10][C:8]1[CH:7]=[CH:6][C:5]([O:11][C:12]2[CH:17]=[CH:16][CH:15]=[CH:14][CH:13]=2)=[C:4]([CH:9]=1)[C:3]([NH:19][NH2:20])=[O:2]. Given the reactants C[O:2][C:3](=O)[C:4]1[CH:9]=[C:8]([NH2:10])[CH:7]=[CH:6][C:5]=1[O:11][C:12]1[CH:17]=[CH:16][CH:15]=[CH:14][CH:13]=1.[NH2:19][NH2:20], predict the reaction product. (6) Given the reactants [CH:1]1([C:7]2[N:12]([C:13]3[CH:18]=[C:17]([Cl:19])[CH:16]=[C:15]([Cl:20])[CH:14]=3)[C:11](=[O:21])[CH:10]=[C:9]([OH:22])[N:8]=2)[CH2:6][CH2:5][CH2:4][CH2:3][CH2:2]1.[Cl-].C[Al+]C.CCCCCC.ClC1C=[C:36](C=C(Cl)C=1)[NH2:37].C1(C#N)CCCCC1.C(OCC)(=O)[CH2:51][C:52]([O:54]CC)=[O:53].C[O-:62].[Na+], predict the reaction product. The product is: [CH:1]1([C:7]2[N:12]([C:13]3[CH:14]=[C:15]([Cl:20])[CH:16]=[C:17]([Cl:19])[CH:18]=3)[C:11](=[O:21])[C:10]([C:36]([NH:37][CH2:51][C:52]([OH:54])=[O:53])=[O:62])=[C:9]([OH:22])[N:8]=2)[CH2:2][CH2:3][CH2:4][CH2:5][CH2:6]1. (7) Given the reactants [Cl:1][C:2]1[S:6][C:5]([S:7](Cl)(=[O:9])=[O:8])=[CH:4][CH:3]=1.[H-].[Na+].[CH3:13][C:14]([CH3:27])([CH3:26])[C:15]([O:17][NH:18][C:19]([O:21][C:22]([CH3:25])([CH3:24])[CH3:23])=[O:20])=[O:16], predict the reaction product. The product is: [CH3:13][C:14]([CH3:27])([CH3:26])[C:15]([O:17][N:18]([C:19]([O:21][C:22]([CH3:25])([CH3:24])[CH3:23])=[O:20])[S:7]([C:5]1[S:6][C:2]([Cl:1])=[CH:3][CH:4]=1)(=[O:9])=[O:8])=[O:16]. (8) Given the reactants [CH3:1][N:2]([S:22]([C:25]1[S:26][CH:27]=[CH:28][CH:29]=1)(=[O:24])=[O:23])[C:3]1[CH:4]=[CH:5][CH:6]=[C:7]2[C:11]=1[NH:10][C:9]([C:12]1[S:13][CH:14]=[C:15]([CH2:17][CH2:18][C:19]([OH:21])=O)[N:16]=1)=[CH:8]2.[N:30]1(O)C2C=CC=CC=2N=N1.Cl.CN(C)CCCN=C=NCC.N, predict the reaction product. The product is: [CH3:1][N:2]([S:22]([C:25]1[S:26][CH:27]=[CH:28][CH:29]=1)(=[O:24])=[O:23])[C:3]1[CH:4]=[CH:5][CH:6]=[C:7]2[C:11]=1[NH:10][C:9]([C:12]1[S:13][CH:14]=[C:15]([CH2:17][CH2:18][C:19]([NH2:30])=[O:21])[N:16]=1)=[CH:8]2. (9) Given the reactants [C:1]([C:4]1[CH:9]=[CH:8][C:7]([S:10]([NH2:13])(=[O:12])=[O:11])=[CH:6][CH:5]=1)(=[O:3])[CH3:2].[CH:14]([C:16]1[CH:28]=[C:27]([C:29]2[S:30][CH:31]=[CH:32][CH:33]=2)[C:26]([O:34][CH3:35])=[CH:25][C:17]=1[O:18][C:19]([CH3:24])([CH3:23])[C:20]([OH:22])=[O:21])=O, predict the reaction product. The product is: [CH3:35][O:34][C:26]1[C:27]([C:29]2[S:30][CH:31]=[CH:32][CH:33]=2)=[CH:28][C:16](/[CH:14]=[CH:2]/[C:1](=[O:3])[C:4]2[CH:5]=[CH:6][C:7]([S:10]([NH2:13])(=[O:11])=[O:12])=[CH:8][CH:9]=2)=[C:17]([CH:25]=1)[O:18][C:19]([CH3:24])([CH3:23])[C:20]([OH:22])=[O:21]. (10) The product is: [C:13]([O:12][C:1]12[CH2:10][CH:5]3[CH2:6][CH:7]([CH2:9][C:3]([OH:11])([CH2:4]3)[CH2:2]1)[CH2:8]2)(=[O:16])[CH:14]=[CH2:15]. Given the reactants [C:1]12([OH:12])[CH2:10][CH:5]3[CH2:6][CH:7]([CH2:9][C:3]([OH:11])([CH2:4]3)[CH2:2]1)[CH2:8]2.[C:13](O)(=[O:16])[CH:14]=[CH2:15].COC1C=CC(O)=CC=1.S(=O)(=O)(O)O.O=O.[OH-].[Na+], predict the reaction product.